Task: Predict the product of the given reaction.. Dataset: Forward reaction prediction with 1.9M reactions from USPTO patents (1976-2016) Given the reactants [F:1][C:2]1[CH:15]=[CH:14][C:5]2[O:6][CH2:7][CH2:8][C:9]([C:11]([OH:13])=O)=[CH:10][C:4]=2[CH:3]=1.[CH3:16][C:17]1[N:21]([CH3:22])[C:20]([C:23]2[CH:24]=[C:25]([NH2:29])[CH:26]=[CH:27][CH:28]=2)=[CH:19][N:18]=1.Cl.C(N=C=NCCCN(C)C)C, predict the reaction product. The product is: [CH3:16][C:17]1[N:21]([CH3:22])[C:20]([C:23]2[CH:24]=[C:25]([NH:29][C:11]([C:9]3[CH2:8][CH2:7][O:6][C:5]4[CH:14]=[CH:15][C:2]([F:1])=[CH:3][C:4]=4[CH:10]=3)=[O:13])[CH:26]=[CH:27][CH:28]=2)=[CH:19][N:18]=1.